This data is from Full USPTO retrosynthesis dataset with 1.9M reactions from patents (1976-2016). The task is: Predict the reactants needed to synthesize the given product. The reactants are: CS(C)=O.C(Cl)(=O)C(Cl)=O.[OH:11][CH2:12][CH2:13][CH:14]([CH3:26])[C:15]([C:17]1[CH:22]=[CH:21][C:20]([O:23][CH3:24])=[CH:19][C:18]=1[Cl:25])=[O:16].CCN(CC)CC. Given the product [Cl:25][C:18]1[CH:19]=[C:20]([O:23][CH3:24])[CH:21]=[CH:22][C:17]=1[C:15](=[O:16])[CH:14]([CH3:26])[CH2:13][CH:12]=[O:11], predict the reactants needed to synthesize it.